From a dataset of Full USPTO retrosynthesis dataset with 1.9M reactions from patents (1976-2016). Predict the reactants needed to synthesize the given product. (1) Given the product [F:19][CH:17]([F:18])[O:16][C:14]1[CH:13]=[CH:12][CH:11]=[C:10]2[C:15]=1[C:6]1[CH:5]=[CH:4][C:3]([NH2:22])=[CH:2][C:7]=1[CH:8]([O:20][CH3:21])[O:9]2, predict the reactants needed to synthesize it. The reactants are: Br[C:2]1[C:7]2[CH:8]([O:20][CH3:21])[O:9][C:10]3[C:15]([C:6]=2[CH:5]=[CH:4][C:3]=1[NH:22]C(=O)OCC1C=CC=CC=1)=[C:14]([O:16][CH:17]([F:19])[F:18])[CH:13]=[CH:12][CH:11]=3. (2) Given the product [CH3:1][O:2][C:3]1[CH:4]=[C:5]2[C:10](=[CH:11][CH:12]=1)[C:9]1[S:41][C:15]([C:17]3[O:21][N:20]=[C:19]([C:22]4[CH:27]=[CH:26][CH:25]=[CH:24][CH:23]=4)[C:18]=3[C:28]([F:31])([F:30])[F:29])=[N:14][C:8]=1[CH2:7][CH2:6]2, predict the reactants needed to synthesize it. The reactants are: [CH3:1][O:2][C:3]1[CH:4]=[C:5]2[C:10](=[CH:11][CH:12]=1)[C:9](=O)[CH:8]([NH:14][C:15]([C:17]1[O:21][N:20]=[C:19]([C:22]3[CH:27]=[CH:26][CH:25]=[CH:24][CH:23]=3)[C:18]=1[C:28]([F:31])([F:30])[F:29])=O)[CH2:7][CH2:6]2.COC1C=CC(P2(SP(C3C=CC(OC)=CC=3)(=S)S2)=[S:41])=CC=1. (3) Given the product [C:23]([O:18][CH2:16][CH3:17])(=[O:31])[CH3:22].[CH3:9][CH2:8][CH2:1][CH:2]([CH3:7])[CH3:3], predict the reactants needed to synthesize it. The reactants are: [CH:1](N1[CH2:17][CH:16]([OH:18])C1)([C:8]1C=CC=C[CH:9]=1)[C:2]1[CH:7]=CC=C[CH:3]=1.FC(F)(F)C1C=CC=C[C:22]=1[CH:23]([OH:31])C1C=CC(C)=CC=1.C(N1CC(OC(C2C=CC(Cl)=CC=2)C2C=CC(Cl)=CC=2Cl)C1)(C1C=CC=CC=1)C1C=CC=CC=1. (4) Given the product [CH3:27][C@H:28]([O:25][C:8]1[CH:7]=[CH:16][C:15]([O:17][CH2:18][C:19]2[CH:20]=[CH:21][CH:22]=[CH:23][CH:24]=2)=[CH:14][C:9]=1[C:10]([OH:12])=[O:11])[CH2:29][O:30][CH3:31], predict the reactants needed to synthesize it. The reactants are: C[C@H](O[C:7]1[CH:8]=[C:9]([CH:14]=[C:15]([O:17][CH2:18][C:19]2[CH:24]=[CH:23][CH:22]=[CH:21][CH:20]=2)[CH:16]=1)[C:10]([O:12]C)=[O:11])COC.[OH-:25].[Na+].[CH2:27]1[CH2:31][O:30][CH2:29][CH2:28]1. (5) The reactants are: [N:1]1[N:2]([C:6]2[CH:11]=[CH:10][CH:9]=[CH:8][C:7]=2[C:12]([N:14]2[CH2:19][C@H:18]([C:20]3[O:21][C:22]([C:28]4[CH:33]=[CH:32][CH:31]=[CH:30][CH:29]=4)=[C:23]([CH2:25][CH2:26]O)[N:24]=3)[CH2:17][CH2:16][C@H:15]2[CH3:34])=[O:13])[N:3]=[CH:4][CH:5]=1.CCN(S(F)(F)[F:41])CC. Given the product [N:1]1[N:2]([C:6]2[CH:11]=[CH:10][CH:9]=[CH:8][C:7]=2[C:12]([N:14]2[CH2:19][C@H:18]([C:20]3[O:21][C:22]([C:28]4[CH:33]=[CH:32][CH:31]=[CH:30][CH:29]=4)=[C:23]([CH2:25][CH2:26][F:41])[N:24]=3)[CH2:17][CH2:16][C@H:15]2[CH3:34])=[O:13])[N:3]=[CH:4][CH:5]=1, predict the reactants needed to synthesize it.